Dataset: Merck oncology drug combination screen with 23,052 pairs across 39 cell lines. Task: Regression. Given two drug SMILES strings and cell line genomic features, predict the synergy score measuring deviation from expected non-interaction effect. (1) Drug 1: NC1(c2ccc(-c3nc4ccn5c(=O)[nH]nc5c4cc3-c3ccccc3)cc2)CCC1. Drug 2: O=C(NOCC(O)CO)c1ccc(F)c(F)c1Nc1ccc(I)cc1F. Cell line: SW837. Synergy scores: synergy=44.9. (2) Drug 1: CN(Cc1cnc2nc(N)nc(N)c2n1)c1ccc(C(=O)NC(CCC(=O)O)C(=O)O)cc1. Drug 2: CCc1cnn2c(NCc3ccc[n+]([O-])c3)cc(N3CCCCC3CCO)nc12. Cell line: UWB1289. Synergy scores: synergy=-8.11. (3) Drug 1: NC(=O)c1cccc2cn(-c3ccc(C4CCCNC4)cc3)nc12. Drug 2: CCC1(O)C(=O)OCc2c1cc1n(c2=O)Cc2cc3c(CN(C)C)c(O)ccc3nc2-1. Cell line: UWB1289BRCA1. Synergy scores: synergy=24.4. (4) Drug 1: N.N.O=C(O)C1(C(=O)O)CCC1.[Pt]. Drug 2: CC(C)CC(NC(=O)C(Cc1ccccc1)NC(=O)c1cnccn1)B(O)O. Cell line: SW620. Synergy scores: synergy=2.08. (5) Drug 1: C#Cc1cccc(Nc2ncnc3cc(OCCOC)c(OCCOC)cc23)c1. Drug 2: CC1(c2nc3c(C(N)=O)cccc3[nH]2)CCCN1. Cell line: HT29. Synergy scores: synergy=-11.3.